This data is from Full USPTO retrosynthesis dataset with 1.9M reactions from patents (1976-2016). The task is: Predict the reactants needed to synthesize the given product. (1) Given the product [Br:1][C:2]1[CH:7]=[CH:6][C:5]([N+:8]([O-:10])=[O:9])=[C:4]([NH:21][CH2:22][CH2:23][CH2:24][OH:25])[CH:3]=1, predict the reactants needed to synthesize it. The reactants are: [Br:1][C:2]1[CH:7]=[CH:6][C:5]([N+:8]([O-:10])=[O:9])=[C:4](F)[CH:3]=1.C(N(CC)C(C)C)(C)C.[NH2:21][CH2:22][CH2:23][CH2:24][OH:25]. (2) Given the product [Br:1][C:2]1[CH:7]=[CH:6][C:5]([NH:8][C:9]([NH:11][C:12]2[CH:17]=[CH:16][C:15]([CH2:18][NH:19][C:20]3[C:29]4[C:24](=[CH:25][C:26]([CH3:30])=[CH:27][CH:28]=4)[N:23]=[C:22]([N:34]([CH3:35])[CH3:33])[N:21]=3)=[CH:14][CH:13]=2)=[O:10])=[CH:4][CH:3]=1, predict the reactants needed to synthesize it. The reactants are: [Br:1][C:2]1[CH:7]=[CH:6][C:5]([NH:8][C:9]([NH:11][C:12]2[CH:17]=[CH:16][C:15]([CH2:18][NH:19][C:20]3[C:29]4[C:24](=[CH:25][C:26]([CH3:30])=[CH:27][CH:28]=4)[N:23]=[C:22](Cl)[N:21]=3)=[CH:14][CH:13]=2)=[O:10])=[CH:4][CH:3]=1.Cl.[CH3:33][NH:34][CH3:35]. (3) Given the product [CH3:12][C:11]1[NH:1][C:4]2[C:5]([CH:10]=1)=[CH:6][CH:7]=[CH:8][CH:9]=2, predict the reactants needed to synthesize it. The reactants are: [N+:1]([C:4]1[CH:9]=[CH:8][CH:7]=[CH:6][C:5]=1[CH2:10][C:11](=O)[CH3:12])([O-])=O.[C]=O. (4) Given the product [CH2:15]([CH:12]1[C:6]2[CH:5]=[CH:4][C:3]([O:2][CH3:1])=[CH:14][C:7]=2[CH2:8][CH2:9][CH2:10][C:11]1=[O:13])[CH3:16], predict the reactants needed to synthesize it. The reactants are: [CH3:1][O:2][C:3]1[CH:4]=[CH:5][C:6]2[CH2:12][C:11](=[O:13])[CH2:10][CH2:9][CH2:8][C:7]=2[CH:14]=1.[CH3:15][C:16]([O-])(C)C.[K+].C(I)C. (5) Given the product [CH3:14][C:15]1[CH:21]=[CH:20][C:18]([NH2:19])=[CH:17][C:16]=1[C:2]1[CH:7]=[N:6][C:5]([C:8]2[O:9][C:10]([CH3:13])=[N:11][N:12]=2)=[CH:4][CH:3]=1, predict the reactants needed to synthesize it. The reactants are: Br[C:2]1[CH:3]=[CH:4][C:5]([C:8]2[O:9][C:10]([CH3:13])=[N:11][N:12]=2)=[N:6][CH:7]=1.[CH3:14][C:15]1[CH:21]=[CH:20][C:18]([NH2:19])=[CH:17][C:16]=1B1OC(C)(C)C(C)(C)O1.[O-]P([O-])([O-])=O.[K+].[K+].[K+]. (6) Given the product [CH2:1]([O:8][C:9]1[C:10](=[O:17])[CH:11]=[C:12]([CH2:15][Cl:20])[O:13][CH:14]=1)[C:2]1[CH:7]=[CH:6][CH:5]=[CH:4][CH:3]=1, predict the reactants needed to synthesize it. The reactants are: [CH2:1]([O:8][C:9]1[C:10](=[O:17])[CH:11]=[C:12]([CH2:15]O)[O:13][CH:14]=1)[C:2]1[CH:7]=[CH:6][CH:5]=[CH:4][CH:3]=1.O=S(Cl)[Cl:20]. (7) Given the product [CH2:1]([O:8][C:9](=[O:20])[NH:10][C:11]1[C:12]([O:18][CH3:19])=[N:13][CH:14]=[C:15]([B:21]2[O:25][C:24]([CH3:27])([CH3:26])[C:23]([CH3:29])([CH3:28])[O:22]2)[CH:16]=1)[C:2]1[CH:7]=[CH:6][CH:5]=[CH:4][CH:3]=1, predict the reactants needed to synthesize it. The reactants are: [CH2:1]([O:8][C:9](=[O:20])[NH:10][C:11]1[C:12]([O:18][CH3:19])=[N:13][CH:14]=[C:15](I)[CH:16]=1)[C:2]1[CH:7]=[CH:6][CH:5]=[CH:4][CH:3]=1.[B:21]1([B:21]2[O:25][C:24]([CH3:27])([CH3:26])[C:23]([CH3:29])([CH3:28])[O:22]2)[O:25][C:24]([CH3:27])([CH3:26])[C:23]([CH3:29])([CH3:28])[O:22]1.C([O-])(=O)C.[K+].